The task is: Predict the reactants needed to synthesize the given product.. This data is from Full USPTO retrosynthesis dataset with 1.9M reactions from patents (1976-2016). (1) Given the product [CH:19]([C:22]1[CH:34]=[C:33]([CH:35]([CH3:37])[CH3:36])[C:25]2[O:26][C:27]3[CH:32]=[CH:31][CH:30]=[CH:29][C:28]=3[C:24]=2[C:23]=1[N:38]1[CH2:2][CH2:3][N:4]=[C:5]1[C:6]1[CH:11]=[CH:10][CH:9]=[CH:8][CH:7]=1)([CH3:21])[CH3:20], predict the reactants needed to synthesize it. The reactants are: Cl[CH2:2][CH2:3][NH:4][C:5](=O)[C:6]1[CH:11]=[CH:10][CH:9]=[CH:8][CH:7]=1.P(Cl)(Cl)(Cl)(Cl)Cl.[CH:19]([C:22]1[CH:34]=[C:33]([CH:35]([CH3:37])[CH3:36])[C:25]2[O:26][C:27]3[CH:32]=[CH:31][CH:30]=[CH:29][C:28]=3[C:24]=2[C:23]=1[NH2:38])([CH3:21])[CH3:20]. (2) Given the product [Cl:1][C:2]1[CH:3]=[N:4][C:5]([N:8]2[CH2:9][CH2:10][CH:11]([C@H:14]3[CH2:16][C@H:15]3[CH2:17][CH2:18][O:19][C:20]3[CH:25]=[CH:24][C:23]([CH2:26][C:27]4[O:28][C:31]([CH3:33])=[CH:30][N:29]=4)=[C:22]([F:32])[CH:21]=3)[CH2:12][CH2:13]2)=[N:6][CH:7]=1, predict the reactants needed to synthesize it. The reactants are: [Cl:1][C:2]1[CH:3]=[N:4][C:5]([N:8]2[CH2:13][CH2:12][CH:11]([C@H:14]3[CH2:16][C@H:15]3[CH2:17][CH2:18][O:19][C:20]3[CH:25]=[CH:24][C:23]([CH2:26][C:27]([NH:29][C:30]#[CH:31])=[O:28])=[C:22]([F:32])[CH:21]=3)[CH2:10][CH2:9]2)=[N:6][CH:7]=1.[CH2:33](Cl)Cl.